From a dataset of Reaction yield outcomes from USPTO patents with 853,638 reactions. Predict the reaction yield, written as a fraction of the theoretical maximum amount of product (1.0 means a 100% yield; for example, 0.34 means a 34% yield). (1) The reactants are [Cl:1][C:2]1[CH:7]=[C:6]([NH:8]S(C)(=O)=O)[C:5](I)=[CH:4][N:3]=1.[C:14]([C:16]1[CH:17]=[N:18][N:19](C(OC(C)(C)C)=O)[CH:20]=1)#[CH:15].C(N(CC)CC)C.C1CCN2C(=NCCC2)CC1.[NH4+].[Cl-]. The catalyst is CN(C=O)C.Cl[Pd](Cl)([P](C1C=CC=CC=1)(C1C=CC=CC=1)C1C=CC=CC=1)[P](C1C=CC=CC=1)(C1C=CC=CC=1)C1C=CC=CC=1.[Cu](I)I. The product is [Cl:1][C:2]1[N:3]=[CH:4][C:5]2[CH:15]=[C:14]([C:16]3[CH:17]=[N:18][NH:19][CH:20]=3)[NH:8][C:6]=2[CH:7]=1. The yield is 0.710. (2) The reactants are Br[C:2]1[CH:7]=[C:6]([Br:8])[N:5]=[C:4]([C:9]#[N:10])[C:3]=1[OH:11].[CH3:12][O-:13].[Na+]. The catalyst is CS(C)=O.CO. The product is [Br:8][C:6]1[N:5]=[C:4]([C:9]#[N:10])[C:3]([OH:11])=[C:2]([O:13][CH3:12])[CH:7]=1. The yield is 0.830. (3) The reactants are [NH:1]1[C:6]2([CH2:11][CH2:10][NH:9][CH2:8][CH2:7]2)[CH2:5][CH2:4][CH2:3][C:2]1=[O:12].C(N(C(C)C)CC)(C)C.Cl[C:23]1[N:28]=[C:27]([CH3:29])[CH:26]=[CH:25][N:24]=1. The catalyst is C(#N)C. The product is [CH3:29][C:27]1[CH:26]=[CH:25][N:24]=[C:23]([N:9]2[CH2:10][CH2:11][C:6]3([NH:1][C:2](=[O:12])[CH2:3][CH2:4][CH2:5]3)[CH2:7][CH2:8]2)[N:28]=1. The yield is 0.830. (4) The catalyst is CC(C)=O. The reactants are I[CH2:2][CH2:3][O:4][CH:5]1[CH2:10][CH2:9][CH2:8][N:7]([C:11]([O:13][C:14]([CH3:17])([CH3:16])[CH3:15])=[O:12])[CH2:6]1.[Cl:18][C:19]1[C:24]([O:25][CH3:26])=[CH:23][C:22]([O:27][CH3:28])=[C:21]([Cl:29])[C:20]=1[C:30]1[C:41](=[O:42])[NH:40][C:33]2[N:34]=[C:35]([S:38][CH3:39])[N:36]=[CH:37][C:32]=2[CH:31]=1.C([O-])([O-])=O.[K+].[K+]. The product is [Cl:18][C:19]1[C:24]([O:25][CH3:26])=[CH:23][C:22]([O:27][CH3:28])=[C:21]([Cl:29])[C:20]=1[C:30]1[C:41](=[O:42])[N:40]([CH2:2][CH2:3][O:4][CH:5]2[CH2:10][CH2:9][CH2:8][N:7]([C:11]([O:13][C:14]([CH3:17])([CH3:16])[CH3:15])=[O:12])[CH2:6]2)[C:33]2[N:34]=[C:35]([S:38][CH3:39])[N:36]=[CH:37][C:32]=2[CH:31]=1. The yield is 0.510. (5) The reactants are [O:1]1[CH2:6][CH:5]=[C:4]([C:7]2[N:12]=[C:11]([N:13]3[CH2:18][CH2:17][O:16][CH2:15][CH2:14]3)[N:10]=[C:9]([C:19]3[CH:24]=[CH:23][C:22]([NH:25][C:26]([NH:28][C:29]4[CH:34]=[CH:33][N:32]=[CH:31][CH:30]=4)=[O:27])=[CH:21][CH:20]=3)[N:8]=2)[CH2:3][CH2:2]1. The catalyst is CO.C1COCC1.C(Cl)Cl.[Pd]. The product is [N:13]1([C:11]2[N:12]=[C:7]([CH:4]3[CH2:5][CH2:6][O:1][CH2:2][CH2:3]3)[N:8]=[C:9]([C:19]3[CH:24]=[CH:23][C:22]([NH:25][C:26]([NH:28][C:29]4[CH:30]=[CH:31][N:32]=[CH:33][CH:34]=4)=[O:27])=[CH:21][CH:20]=3)[N:10]=2)[CH2:14][CH2:15][O:16][CH2:17][CH2:18]1. The yield is 0.200. (6) The reactants are [CH:1]1([CH:4]([C:18]2[CH:23]=[CH:22][CH:21]=[CH:20][N:19]=2)[NH:5][C:6]([C:8]2[CH:9]=[C:10]3[C:14](=[CH:15][CH:16]=2)[NH:13][N:12]=[C:11]3I)=[O:7])[CH2:3][CH2:2]1.[CH3:24][O:25][C:26]1[CH:42]=[C:41](B2OC(C)(C)C(C)(C)O2)[CH:40]=[CH:39][C:27]=1[O:28][CH:29]1[CH2:34][CH2:33][N:32]([CH:35]2[CH2:38][O:37][CH2:36]2)[CH2:31][CH2:30]1.C([O-])([O-])=O.[Na+].[Na+]. The catalyst is C1C=CC([P]([Pd]([P](C2C=CC=CC=2)(C2C=CC=CC=2)C2C=CC=CC=2)([P](C2C=CC=CC=2)(C2C=CC=CC=2)C2C=CC=CC=2)[P](C2C=CC=CC=2)(C2C=CC=CC=2)C2C=CC=CC=2)(C2C=CC=CC=2)C2C=CC=CC=2)=CC=1.C1(C)C=CC=CC=1.CCO. The product is [CH:1]1([CH:4]([C:18]2[CH:23]=[CH:22][CH:21]=[CH:20][N:19]=2)[NH:5][C:6]([C:8]2[CH:9]=[C:10]3[C:14](=[CH:15][CH:16]=2)[NH:13][N:12]=[C:11]3[C:41]2[CH:40]=[CH:39][C:27]([O:28][CH:29]3[CH2:34][CH2:33][N:32]([CH:35]4[CH2:38][O:37][CH2:36]4)[CH2:31][CH2:30]3)=[C:26]([O:25][CH3:24])[CH:42]=2)=[O:7])[CH2:3][CH2:2]1. The yield is 0.350. (7) The reactants are [C:1]([C:3]1[CH:8]=[CH:7][C:6]([CH:9]2[CH2:14][CH2:13][N:12]([C:15]([C:17]3[C:18]([CH3:30])=[CH:19][C:20]([CH:26]4[CH2:29][CH2:28][CH2:27]4)=[C:21]([CH:25]=3)[C:22](O)=[O:23])=[O:16])[CH2:11][CH2:10]2)=[CH:5][CH:4]=1)#[N:2].C[CH2:32][N:33]=C=NCCCN(C)C.C1C=CC2N(O)N=NC=2C=1.C(N(C(C)C)CC)(C)C.CN. The catalyst is CN(C=O)C.C(OCC)(=O)C.CO.C(OCC)(=O)C. The product is [C:1]([C:3]1[CH:4]=[CH:5][C:6]([CH:9]2[CH2:10][CH2:11][N:12]([C:15]([C:17]3[C:18]([CH3:30])=[CH:19][C:20]([CH:26]4[CH2:27][CH2:28][CH2:29]4)=[C:21]([CH:25]=3)[C:22]([NH:33][CH3:32])=[O:23])=[O:16])[CH2:13][CH2:14]2)=[CH:7][CH:8]=1)#[N:2]. The yield is 0.550. (8) The reactants are Br[C:2]1[C:6]2[CH2:7][N:8]([C:11](=[O:13])[CH3:12])[CH2:9][CH2:10][C:5]=2[N:4]([CH3:14])[N:3]=1.[CH3:15][N:16]1[CH:20]=[C:19]([NH2:21])[CH:18]=[N:17]1.CC1(C)C2C(=C(P(C3C=CC=CC=3)C3C=CC=CC=3)C=CC=2)OC2C(P(C3C=CC=CC=3)C3C=CC=CC=3)=CC=CC1=2.C([O-])([O-])=O.[Cs+].[Cs+]. The catalyst is O1CCOCC1.C1C=CC(/C=C/C(/C=C/C2C=CC=CC=2)=O)=CC=1.C1C=CC(/C=C/C(/C=C/C2C=CC=CC=2)=O)=CC=1.C1C=CC(/C=C/C(/C=C/C2C=CC=CC=2)=O)=CC=1.C(Cl)(Cl)Cl.[Pd].[Pd]. The product is [CH3:14][N:4]1[C:5]2[CH2:10][CH2:9][N:8]([C:11](=[O:13])[CH3:12])[CH2:7][C:6]=2[C:2]([NH:21][C:19]2[CH:18]=[N:17][N:16]([CH3:15])[CH:20]=2)=[N:3]1. The yield is 0.0300. (9) The reactants are [NH2:1][CH2:2][C:3]([OH:5])=[O:4].[S:6](Cl)([C:9]1[CH:15]=[CH:14][C:12]([CH3:13])=[CH:11][CH:10]=1)(=[O:8])=[O:7]. The catalyst is [OH-].[Na+].C(OCC)C. The product is [CH3:13][C:12]1[CH:14]=[CH:15][C:9]([S:6]([NH:1][CH2:2][C:3]([OH:5])=[O:4])(=[O:8])=[O:7])=[CH:10][CH:11]=1. The yield is 0.210. (10) The reactants are [C:1]([NH:4][C:5]1[CH:6]=[C:7]([CH:11]=[CH:12][N:13]=1)[C:8]([OH:10])=O)(=[O:3])[CH3:2].S(Cl)(Cl)=O.N1C=CC=CC=1.[C:24]([C:28]1[N:29]=[C:30]([NH2:33])[S:31][CH:32]=1)([CH3:27])([CH3:26])[CH3:25]. The catalyst is O.ClCCl. The product is [C:24]([C:28]1[N:29]=[C:30]([NH:33][C:8](=[O:10])[C:7]2[CH:11]=[CH:12][N:13]=[C:5]([NH:4][C:1](=[O:3])[CH3:2])[CH:6]=2)[S:31][CH:32]=1)([CH3:27])([CH3:26])[CH3:25]. The yield is 0.610.